From a dataset of Catalyst prediction with 721,799 reactions and 888 catalyst types from USPTO. Predict which catalyst facilitates the given reaction. Product: [F:11][C:10]1[C:5]2[NH:4][C:3]([CH3:12])=[N:2][C:6]=2[CH:7]=[CH:8][CH:9]=1. Reactant: N[N:2]1[C:6]2[CH:7]=[CH:8][CH:9]=[C:10]([F:11])[C:5]=2[N:4]=[C:3]1[CH3:12].FC1C=CC=C([N+]([O-])=O)C=1N.C(OC(=O)C)(=O)C. The catalyst class is: 180.